From a dataset of Forward reaction prediction with 1.9M reactions from USPTO patents (1976-2016). Predict the product of the given reaction. (1) Given the reactants C[O:2][C:3](=O)[CH:4]([NH:11][C:12](=[O:23])[C@@H:13]([NH:15][C:16]([O:18][C:19]([CH3:22])([CH3:21])[CH3:20])=[O:17])[CH3:14])[C:5]1[CH:10]=[CH:9][CH:8]=[CH:7][N:6]=1.[Li+].[BH4-], predict the reaction product. The product is: [C:19]([O:18][C:16](=[O:17])[NH:15][C@H:13]([C:12](=[O:23])[NH:11][CH:4]([C:5]1[CH:10]=[CH:9][CH:8]=[CH:7][N:6]=1)[CH2:3][OH:2])[CH3:14])([CH3:20])([CH3:21])[CH3:22]. (2) Given the reactants Br[C:2]1[CH:3]=[C:4]([C:8](=[O:24])[C:9]([C:11]2[CH:16]=[CH:15][C:14]([O:17][CH:18]([F:20])[F:19])=[C:13]([CH:21]3[CH2:23][CH2:22]3)[CH:12]=2)=[O:10])[CH:5]=[CH:6][CH:7]=1.[CH:25]1([C:28]#[CH:29])[CH2:27][CH2:26]1.[Al], predict the reaction product. The product is: [CH:21]1([C:13]2[CH:12]=[C:11]([C:9](=[O:10])[C:8]([C:4]3[CH:5]=[CH:6][CH:7]=[C:2]([C:29]#[C:28][CH:25]4[CH2:27][CH2:26]4)[CH:3]=3)=[O:24])[CH:16]=[CH:15][C:14]=2[O:17][CH:18]([F:20])[F:19])[CH2:23][CH2:22]1. (3) The product is: [NH2:4][C:5]1[C:13]([N+:14]([O-:16])=[O:15])=[CH:12][C:8]([C:9]([OH:11])=[O:10])=[CH:7][C:6]=1[CH3:17]. Given the reactants C([NH:4][C:5]1[C:13]([N+:14]([O-:16])=[O:15])=[CH:12][C:8]([C:9]([OH:11])=[O:10])=[CH:7][C:6]=1[CH3:17])(=O)C, predict the reaction product. (4) Given the reactants [F:1][C:2]([F:14])([F:13])[C:3]1[C:7]([C:8]([O:10][CH2:11][CH3:12])=[O:9])=[CH:6][NH:5][N:4]=1.[NH:15]1[C:23]2[C:18](=[CH:19][C:20](B(O)O)=[CH:21][CH:22]=2)[CH:17]=[CH:16]1.N1C=CC=CC=1, predict the reaction product. The product is: [NH:15]1[C:23]2[C:18](=[CH:19][C:20]([N:5]3[CH:6]=[C:7]([C:8]([O:10][CH2:11][CH3:12])=[O:9])[C:3]([C:2]([F:1])([F:13])[F:14])=[N:4]3)=[CH:21][CH:22]=2)[CH:17]=[CH:16]1.